The task is: Predict which catalyst facilitates the given reaction.. This data is from Catalyst prediction with 721,799 reactions and 888 catalyst types from USPTO. (1) Reactant: [N+:1]([C:4]1[C:12]2[C:7](=[CH:8][CH:9]=[CH:10][CH:11]=2)[N:6]([C:13](=[O:15])[CH3:14])[CH:5]=1)([O-])=O.[C:16](O[C:16]([O:18][C:19]([CH3:22])([CH3:21])[CH3:20])=[O:17])([O:18][C:19]([CH3:22])([CH3:21])[CH3:20])=[O:17]. Product: [C:19]([O:18][C:16](=[O:17])[NH:1][C:4]1[C:12]2[C:7](=[CH:8][CH:9]=[CH:10][CH:11]=2)[N:6]([C:13](=[O:15])[CH3:14])[CH:5]=1)([CH3:22])([CH3:21])[CH3:20]. The catalyst class is: 19. (2) Reactant: N1([C:6]([N:8]2[CH2:12][CH:11]=[N:10]C2)=[S:7])CC=NC1.N1C=CN=C1.[Cl:18][C:19]1[C:24]([S:25][CH3:26])=[C:23]([N:27]2[CH2:32][CH2:31][O:30][CH2:29][CH2:28]2)[N:22]=[C:21]([C:33]2[CH:38]=[CH:37][C:36]([NH2:39])=[CH:35][CH:34]=2)[N:20]=1.[C:40]1(N)[C:41](N)=CC=[CH:44][CH:45]=1. Product: [NH2:10][C:11]1[CH:44]=[CH:45][CH:40]=[CH:41][C:12]=1[NH:8][C:6]([NH:39][C:36]1[CH:37]=[CH:38][C:33]([C:21]2[N:20]=[C:19]([Cl:18])[C:24]([S:25][CH3:26])=[C:23]([N:27]3[CH2:32][CH2:31][O:30][CH2:29][CH2:28]3)[N:22]=2)=[CH:34][CH:35]=1)=[S:7]. The catalyst class is: 23. (3) Reactant: [CH3:1][O:2][C:3]1[CH:8]=[CH:7][C:6]([NH:9][C:10]2[C:19]3[C:14](=[CH:15][CH:16]=[C:17]([C:20](=[O:23])[NH:21][CH3:22])[CH:18]=3)[N:13]=[CH:12][C:11]=2[C:24]([O:26]CC)=[O:25])=[CH:5][CH:4]=1.[Li+].[OH-]. Product: [CH3:1][O:2][C:3]1[CH:8]=[CH:7][C:6]([NH:9][C:10]2[C:19]3[C:14](=[CH:15][CH:16]=[C:17]([C:20](=[O:23])[NH:21][CH3:22])[CH:18]=3)[N:13]=[CH:12][C:11]=2[C:24]([OH:26])=[O:25])=[CH:5][CH:4]=1. The catalyst class is: 200. (4) Reactant: [Br:1][C:2]1[CH:3]=[C:4]([NH:13][C@H:14]2[CH2:19][CH2:18][C@H:17]([NH:20][C:21]([O:23][C:24]([CH3:27])([CH3:26])[CH3:25])=[O:22])[CH2:16][CH2:15]2)[C:5]([CH3:12])=[C:6]([CH:11]=1)[C:7]([O:9][CH3:10])=[O:8].[CH:28](=O)[CH2:29][CH3:30].C(O)(=O)C.C(O[BH-](OC(=O)C)OC(=O)C)(=O)C.[Na+]. Product: [Br:1][C:2]1[CH:3]=[C:4]([N:13]([C@H:14]2[CH2:19][CH2:18][C@H:17]([NH:20][C:21]([O:23][C:24]([CH3:27])([CH3:26])[CH3:25])=[O:22])[CH2:16][CH2:15]2)[CH2:28][CH2:29][CH3:30])[C:5]([CH3:12])=[C:6]([CH:11]=1)[C:7]([O:9][CH3:10])=[O:8]. The catalyst class is: 26. (5) Reactant: CCN(C(C)C)C(C)C.Cl[C:11]1[C:21]([C:22]#[N:23])=[CH:20][C:14]([C:15]([O:17][CH2:18][CH3:19])=[O:16])=[C:13]([CH3:24])[N:12]=1.[NH2:25][CH:26]1[CH2:30][CH2:29][CH:28]([C:31]([OH:33])=[O:32])[CH2:27]1.[NH4+].[Cl-]. Product: [C:22]([C:21]1[C:11]([NH:25][CH:26]2[CH2:30][CH2:29][CH:28]([C:31]([OH:33])=[O:32])[CH2:27]2)=[N:12][C:13]([CH3:24])=[C:14]([C:15]([O:17][CH2:18][CH3:19])=[O:16])[CH:20]=1)#[N:23]. The catalyst class is: 14.